From a dataset of Forward reaction prediction with 1.9M reactions from USPTO patents (1976-2016). Predict the product of the given reaction. Given the reactants FC(F)(F)C(O)=O.[NH2:8][C@H:9]([C:19]1[C:24]([C:25]2[CH:26]=[CH:27][C:28]([F:34])=[C:29]([CH:33]=2)[C:30]([NH2:32])=[O:31])=[CH:23][CH:22]=[CH:21][N:20]=1)[CH2:10][C:11]1[CH:16]=[C:15]([F:17])[CH:14]=[C:13]([F:18])[CH:12]=1.[O:35]=[C:36]1[C:40]2[N:41]([CH2:48][C:49](OCC)=[O:50])[N:42]=[C:43]([C:44]([F:47])([F:46])[F:45])[C:39]=2[CH2:38][CH2:37]1, predict the reaction product. The product is: [F:17][C:15]1[CH:16]=[C:11]([CH2:10][C@@H:9]([C:19]2[C:24]([C:25]3[CH:26]=[CH:27][C:28]([F:34])=[C:29]([CH:33]=3)[C:30]([NH2:32])=[O:31])=[CH:23][CH:22]=[CH:21][N:20]=2)[NH:8][C:49](=[O:50])[CH2:48][N:41]2[C:40]3[C:36](=[O:35])[CH2:37][CH2:38][C:39]=3[C:43]([C:44]([F:46])([F:45])[F:47])=[N:42]2)[CH:12]=[C:13]([F:18])[CH:14]=1.